From a dataset of Forward reaction prediction with 1.9M reactions from USPTO patents (1976-2016). Predict the product of the given reaction. (1) Given the reactants [NH2:1][C:2]1[N:6]=[CH:5][NH:4][N:3]=1.[C:7]([N+:11]#[C-:12])([CH3:10])([CH3:9])[CH3:8].[N:13]1[CH:18]=[CH:17][CH:16]=[C:15]([CH:19]=O)[CH:14]=1, predict the reaction product. The product is: [C:7]([NH:11][C:12]1[N:3]2[NH:4][CH:5]=[N:6][C:2]2=[N:1][C:19]=1[C:15]1[CH:14]=[N:13][CH:18]=[CH:17][CH:16]=1)([CH3:10])([CH3:9])[CH3:8]. (2) Given the reactants [NH2:1][C:2]1[CH:3]=[CH:4][C:5]([O:8][C:9]2[CH:10]=[CH:11][C:12]([F:23])=[C:13]([NH:15][C:16](=[O:22])[O:17][C:18]([CH3:21])([CH3:20])[CH3:19])[CH:14]=2)=[N:6][CH:7]=1.[S-:24][C:25]#[N:26].[K+].BrBr, predict the reaction product. The product is: [C:18]([O:17][C:16](=[O:22])[NH:15][C:13]1[CH:14]=[C:9]([O:8][C:5]2[N:6]=[C:7]3[S:24][C:25]([NH2:26])=[N:1][C:2]3=[CH:3][CH:4]=2)[CH:10]=[CH:11][C:12]=1[F:23])([CH3:19])([CH3:20])[CH3:21]. (3) Given the reactants [OH:1][C:2]1[CH:3]=[C:4]([CH3:10])[C:5]([C:8]#[N:9])=[N:6][CH:7]=1.[F:11][CH2:12]OS(C1C=CC(C)=CC=1)(=O)=O.C([O-])([O-])=O.[Cs+].[Cs+], predict the reaction product. The product is: [F:11][CH2:12][O:1][C:2]1[CH:3]=[C:4]([CH3:10])[C:5]([C:8]#[N:9])=[N:6][CH:7]=1.